Dataset: Reaction yield outcomes from USPTO patents with 853,638 reactions. Task: Predict the reaction yield, written as a fraction of the theoretical maximum amount of product (1.0 means a 100% yield; for example, 0.34 means a 34% yield). (1) The reactants are [CH3:1][O:2][C:3]1[CH:8]=[CH:7][CH:6]=[CH:5][C:4]=1[CH:9]([CH2:14][C:15]1[CH:20]=[CH:19][CH:18]=[CH:17][CH:16]=1)[C:10]([O:12]C)=[O:11].[OH-].[Na+].O.Cl. The catalyst is C1COCC1.CO. The product is [CH3:1][O:2][C:3]1[CH:8]=[CH:7][CH:6]=[CH:5][C:4]=1[CH:9]([CH2:14][C:15]1[CH:20]=[CH:19][CH:18]=[CH:17][CH:16]=1)[C:10]([OH:12])=[O:11]. The yield is 0.510. (2) The reactants are [Br:1][C:2]1[CH:3]=[N:4][CH:5]=[C:6](Br)[CH:7]=1.C([O-])([O-])=O.[K+].[K+].[CH3:15][N:16](Cl)[CH3:17]. The catalyst is CN(C=O)C. The product is [Br:1][C:2]1[CH:7]=[C:6]([N:16]([CH3:17])[CH3:15])[CH:5]=[N:4][CH:3]=1. The yield is 0.880.